This data is from Catalyst prediction with 721,799 reactions and 888 catalyst types from USPTO. The task is: Predict which catalyst facilitates the given reaction. (1) Reactant: [Al+3].[Cl-].[Cl-].[Cl-].[CH3:5][O:6][C:7]1[CH:12]=[C:11]([O:13][CH3:14])[CH:10]=[C:9]([O:15][CH3:16])[CH:8]=1.Cl[C:18](=[O:25])[CH2:19][CH2:20][C:21]([O:23][CH3:24])=[O:22].C(Cl)Cl. Product: [O:25]=[C:18]([C:8]1[C:9]([O:15][CH3:16])=[CH:10][C:11]([O:13][CH3:14])=[CH:12][C:7]=1[O:6][CH3:5])[CH2:19][CH2:20][C:21]([O:23][CH3:24])=[O:22]. The catalyst class is: 26. (2) Reactant: C(OCC)C.O.[BH4-].[Na+].[OH-].[CH:10]1([Sn+:16]([CH:23]2[CH2:28][CH2:27][CH2:26][CH2:25][CH2:24]2)[CH:17]2[CH2:22][CH2:21][CH2:20][CH2:19][CH2:18]2)[CH2:15][CH2:14][CH2:13][CH2:12][CH2:11]1. Product: [CH:23]1([SnH:16]([CH:10]2[CH2:11][CH2:12][CH2:13][CH2:14][CH2:15]2)[CH:17]2[CH2:22][CH2:21][CH2:20][CH2:19][CH2:18]2)[CH2:24][CH2:25][CH2:26][CH2:27][CH2:28]1. The catalyst class is: 27. (3) Reactant: [CH2:1]1[C:5]2([CH2:9][CH2:8][NH:7][CH2:6]2)[CH2:4][CH2:3][N:2]1[C:10]1[CH:17]=[CH:16][CH:15]=[CH:14][C:11]=1[CH:12]=[O:13].C(N(CC)CC)C.[CH3:25][S:26](Cl)(=[O:28])=[O:27]. Product: [CH3:25][S:26]([N:7]1[CH2:8][CH2:9][C:5]2([CH2:1][N:2]([C:10]3[CH:17]=[CH:16][CH:15]=[CH:14][C:11]=3[CH:12]=[O:13])[CH2:3][CH2:4]2)[CH2:6]1)(=[O:28])=[O:27]. The catalyst class is: 4. (4) Reactant: Cl[CH2:2][C:3]1[O:4][C:5]([C:8]2[CH:13]=[CH:12][CH:11]=[CH:10][CH:9]=2)=[N:6][N:7]=1.C(N(CC)C(C)C)(C)C.[O:23]1[CH:27]=[CH:26][CH:25]=[C:24]1[CH2:28][NH:29][CH2:30][C:31]1[CH:36]=[CH:35][C:34]([S:37][C:38]([CH3:47])([CH3:46])[C:39]([O:41][C:42]([CH3:45])([CH3:44])[CH3:43])=[O:40])=[CH:33][CH:32]=1. Product: [O:23]1[CH:27]=[CH:26][CH:25]=[C:24]1[CH2:28][N:29]([CH2:30][C:31]1[CH:36]=[CH:35][C:34]([S:37][C:38]([CH3:47])([CH3:46])[C:39]([O:41][C:42]([CH3:45])([CH3:44])[CH3:43])=[O:40])=[CH:33][CH:32]=1)[CH2:2][C:3]1[O:4][C:5]([C:8]2[CH:13]=[CH:12][CH:11]=[CH:10][CH:9]=2)=[N:6][N:7]=1. The catalyst class is: 9. (5) Reactant: CC(C)([O-])C.[Na+].[Cl:7][C:8]1[N:13]=[C:12]([C:14]2[C:22]3[C:17](=[CH:18][CH:19]=[CH:20][CH:21]=3)[NH:16][CH:15]=2)[C:11]([Cl:23])=[CH:10][N:9]=1.[C:24]1([S:30](Cl)(=[O:32])=[O:31])[CH:29]=[CH:28][CH:27]=[CH:26][CH:25]=1. Product: [C:24]1([S:30]([N:16]2[C:17]3[C:22](=[CH:21][CH:20]=[CH:19][CH:18]=3)[C:14]([C:12]3[C:11]([Cl:23])=[CH:10][N:9]=[C:8]([Cl:7])[N:13]=3)=[CH:15]2)(=[O:32])=[O:31])[CH:29]=[CH:28][CH:27]=[CH:26][CH:25]=1. The catalyst class is: 3.